From a dataset of Catalyst prediction with 721,799 reactions and 888 catalyst types from USPTO. Predict which catalyst facilitates the given reaction. (1) Reactant: [CH3:1][O:2][C:3]1[CH:11]=[CH:10][C:6]([C:7]([NH2:9])=[S:8])=[CH:5][CH:4]=1.C(N(CC)CC)C.Br[CH2:20][C:21](=O)[C:22]([O:24][CH2:25][CH3:26])=[O:23]. Product: [CH2:25]([O:24][C:22]([C:21]1[N:9]=[C:7]([C:6]2[CH:10]=[CH:11][C:3]([O:2][CH3:1])=[CH:4][CH:5]=2)[S:8][CH:20]=1)=[O:23])[CH3:26]. The catalyst class is: 8. (2) Reactant: C(Cl)(=O)C(Cl)=O.[C:7]1([C:13]2[CH:14]=[C:15]([CH:19]=[CH:20][CH:21]=2)[C:16]([OH:18])=O)[CH:12]=[CH:11][CH:10]=[CH:9][CH:8]=1.[CH2:22]([NH2:26])[CH:23]([CH3:25])[CH3:24]. Product: [CH2:22]([NH:26][C:16](=[O:18])[C:15]1[CH:19]=[CH:20][CH:21]=[C:13]([C:7]2[CH:8]=[CH:9][CH:10]=[CH:11][CH:12]=2)[CH:14]=1)[CH:23]([CH3:25])[CH3:24]. The catalyst class is: 118. (3) Reactant: [CH2:1]([C:5]1[N:10]=[C:9](SC)[NH:8][C:7](=[O:13])[CH:6]=1)[CH2:2][CH2:3][CH3:4].[F:14][C:15]1[CH:21]=[CH:20][C:18]([NH2:19])=[CH:17][CH:16]=1. Product: [CH2:1]([C:5]1[N:10]=[C:9]([NH:19][C:18]2[CH:20]=[CH:21][C:15]([F:14])=[CH:16][CH:17]=2)[NH:8][C:7](=[O:13])[CH:6]=1)[CH2:2][CH2:3][CH3:4]. The catalyst class is: 13. (4) Reactant: ClC(N(C)C)=C(C)C.[CH3:9][C@H:10]([O:14][C:15]1[CH:16]=[C:17]([CH:21]=[C:22]([O:24][C:25]2[CH:36]=[CH:35][C:28]3[C:29](=[O:34])[N:30]([CH3:33])[CH2:31][O:32][C:27]=3[CH:26]=2)[CH:23]=1)[C:18]([OH:20])=O)[CH2:11][O:12][CH3:13].[NH2:37][C:38]1[CH:42]=[CH:41][N:40]([C:43]([O:45][C:46]([CH3:49])([CH3:48])[CH3:47])=[O:44])[N:39]=1.N1C=CC=CC=1. Product: [CH3:9][C@H:10]([O:14][C:15]1[CH:16]=[C:17]([C:18]([NH:37][C:38]2[CH:42]=[CH:41][N:40]([C:43]([O:45][C:46]([CH3:49])([CH3:48])[CH3:47])=[O:44])[N:39]=2)=[O:20])[CH:21]=[C:22]([O:24][C:25]2[CH:36]=[CH:35][C:28]3[C:29](=[O:34])[N:30]([CH3:33])[CH2:31][O:32][C:27]=3[CH:26]=2)[CH:23]=1)[CH2:11][O:12][CH3:13]. The catalyst class is: 2. (5) Reactant: [F:1][C:2]1([CH2:16][OH:17])[CH2:7][CH2:6][C:5]2([O:11][C:10]3[CH:12]=[CH:13][CH:14]=[CH:15][C:9]=3[O:8]2)[CH2:4][CH2:3]1.[H-].[Na+].[Cl:20][C:21]1[CH:22]=[C:23]([S:28]([NH2:31])(=[O:30])=[O:29])[CH:24]=[N:25][C:26]=1Cl.[NH4+].[Cl-]. Product: [Cl:20][C:21]1[CH:22]=[C:23]([S:28]([NH2:31])(=[O:30])=[O:29])[CH:24]=[N:25][C:26]=1[O:17][CH2:16][C:2]1([F:1])[CH2:3][CH2:4][C:5]2([O:8][C:9]3[CH:15]=[CH:14][CH:13]=[CH:12][C:10]=3[O:11]2)[CH2:6][CH2:7]1. The catalyst class is: 9. (6) Reactant: [NH:1]1[CH2:5][CH2:4][CH2:3][CH2:2]1.CN(C)C=O.F[C:12]1[CH:17]=[CH:16][C:15]([C:18]([F:21])([F:20])[F:19])=[CH:14][C:13]=1[N+:22]([O-:24])=[O:23]. Product: [N+:22]([C:13]1[CH:14]=[C:15]([C:18]([F:19])([F:20])[F:21])[CH:16]=[CH:17][C:12]=1[N:1]1[CH2:5][CH2:4][CH2:3][CH2:2]1)([O-:24])=[O:23]. The catalyst class is: 6. (7) Reactant: Br[C:2]1[CH:3]=[C:4]([O:10][CH3:11])[CH:5]=[C:6]([O:8][CH3:9])[CH:7]=1.[F-].[Cs+].[CH2:14](B1OC(C)(C)C(C)(C)O1)[CH:15]=[CH2:16].O. Product: [CH2:16]([C:2]1[CH:3]=[C:4]([O:10][CH3:11])[CH:5]=[C:6]([O:8][CH3:9])[CH:7]=1)[CH:15]=[CH2:14]. The catalyst class is: 1. (8) The catalyst class is: 294. Reactant: Br[C:2]1[CH:3]=[C:4]2[C:9](=[CH:10][CH:11]=1)[N:8]=[C:7]([C:12]([F:15])([F:14])[F:13])[CH:6]=[C:5]2[OH:16].C([O-])([O-])=O.[K+].[K+].[O:23]1[C:27]2[CH:28]=[CH:29][CH:30]=[CH:31][C:26]=2[CH:25]=[C:24]1B(O)O. Product: [O:23]1[C:27]2[CH:28]=[CH:29][CH:30]=[CH:31][C:26]=2[CH:25]=[C:24]1[C:2]1[CH:3]=[C:4]2[C:9](=[CH:10][CH:11]=1)[N:8]=[C:7]([C:12]([F:15])([F:14])[F:13])[CH:6]=[C:5]2[OH:16]. (9) Product: [C:1]([O:5][C:6]([N:8]1[CH2:9][CH:10]=[C:11]([O:14][Si:16]([CH3:19])([CH3:18])[CH3:17])[CH2:12][CH2:13]1)=[O:7])([CH3:4])([CH3:2])[CH3:3]. The catalyst class is: 18. Reactant: [C:1]([O:5][C:6]([N:8]1[CH2:13][CH2:12][C:11](=[O:14])[CH2:10][CH2:9]1)=[O:7])([CH3:4])([CH3:3])[CH3:2].Cl[Si:16]([CH3:19])([CH3:18])[CH3:17].C(N(CC)CC)C.